Dataset: Forward reaction prediction with 1.9M reactions from USPTO patents (1976-2016). Task: Predict the product of the given reaction. (1) Given the reactants [CH:1]1([C:4]2[C:5]([N+:10]([O-])=O)=[N:6][CH:7]=[CH:8][CH:9]=2)[CH2:3][CH2:2]1, predict the reaction product. The product is: [CH:1]1([C:4]2[C:5]([NH2:10])=[N:6][CH:7]=[CH:8][CH:9]=2)[CH2:3][CH2:2]1. (2) Given the reactants [OH:1][C:2]1[CH:3]=[C:4]([CH:9]=[C:10]([OH:13])[C:11]=1[OH:12])[C:5]([O:7][CH3:8])=[O:6].[CH3:14][O:15][CH2:16][CH2:17][O:18][CH2:19][CH2:20][O:21][CH2:22][CH2:23][O:24][CH2:25][CH2:26][O:27][CH2:28][CH2:29][O:30][CH2:31][CH2:32][O:33][CH2:34][CH2:35][O:36][CH2:37][CH2:38][O:39][CH2:40][CH2:41][O:42][CH2:43][CH2:44][O:45][CH2:46][CH2:47]OS(C1C=CC(C)=CC=1)(=O)=O.[CH2:59]1[O:76][CH2:75][CH2:74][O:73][CH2:72][CH2:71][O:70][CH2:69][CH2:68][O:67][CH2:66][CH2:65][O:64][CH2:63][CH2:62][O:61][CH2:60]1, predict the reaction product. The product is: [CH3:14][O:15][CH2:16][CH2:17][O:18][CH2:19][CH2:20][O:21][CH2:22][CH2:23][O:24][CH2:25][CH2:26][O:27][CH2:28][CH2:29][O:30][CH2:31][CH2:32][O:33][CH2:34][CH2:35][O:36][CH2:37][CH2:38][O:39][CH2:40][CH2:41][O:42][CH2:43][CH2:44][O:45][CH2:46][CH2:47][O:1][C:2]1[CH:3]=[C:4]([CH:9]=[C:10]([O:13][CH2:47][CH2:46][O:45][CH2:44][CH2:43][O:42][CH2:41][CH2:40][O:39][CH2:38][CH2:37][O:36][CH2:35][CH2:34][O:33][CH2:32][CH2:31][O:30][CH2:29][CH2:28][O:27][CH2:26][CH2:25][O:24][CH2:23][CH2:22][O:21][CH2:20][CH2:19][O:18][CH2:17][CH2:16][O:15][CH3:14])[C:11]=1[O:12][CH2:26][CH2:25][O:24][CH2:23][CH2:22][O:21][CH2:20][CH2:19][O:18][CH2:17][CH2:16][O:15][CH2:14][CH2:59][O:76][CH2:75][CH2:74][O:73][CH2:72][CH2:71][O:70][CH2:69][CH2:68][O:67][CH2:66][CH2:65][O:64][CH2:63][CH2:62][O:61][CH2:60][CH2:29][O:30][CH3:31])[C:5]([O:7][CH3:8])=[O:6]. (3) Given the reactants [Cl:1][C:2]1[CH:14]=[CH:13][C:5]2[C:6]([CH3:12])=[N:7][NH:8][S:9](=[O:11])(=[O:10])[C:4]=2[C:3]=1[Cl:15].[CH3:16]I, predict the reaction product. The product is: [Cl:1][C:2]1[CH:14]=[CH:13][C:5]2[C:6]([CH3:12])=[N:7][N:8]([CH3:16])[S:9](=[O:11])(=[O:10])[C:4]=2[C:3]=1[Cl:15]. (4) The product is: [S:10]1[CH:14]=[CH:13][CH:12]=[C:11]1[C:15]([NH:7][CH:6]([CH3:8])[C:5]([O:4][CH2:2][CH3:3])=[O:9])=[O:16]. Given the reactants Cl.[CH2:2]([O:4][C:5](=[O:9])[CH:6]([CH3:8])[NH2:7])[CH3:3].[S:10]1[CH:14]=[CH:13][CH:12]=[C:11]1[C:15](O)=[O:16].Cl.CN(C)CCCN=C=NCC.O.ON1C2C=CC=CC=2N=N1.C(N(CC)C(C)C)(C)C, predict the reaction product.